Dataset: HIV replication inhibition screening data with 41,000+ compounds from the AIDS Antiviral Screen. Task: Binary Classification. Given a drug SMILES string, predict its activity (active/inactive) in a high-throughput screening assay against a specified biological target. (1) The compound is CNC(=O)N(CCCCC(NC(C)=O)C(=O)NCc1ccccc1)Cc1ccccc1. The result is 0 (inactive). (2) The compound is CN(C(=O)c1cccs1)C(=S)N1CCN(c2ccccc2)CC1. The result is 0 (inactive). (3) The compound is COc1ccc(OC)c(C(C)=NNC(N)=S)c1. The result is 0 (inactive). (4) The compound is CCSC1=NC(=Cc2ccccc2O)C(Cl)=N1. The result is 1 (active).